This data is from Reaction yield outcomes from USPTO patents with 853,638 reactions. The task is: Predict the reaction yield, written as a fraction of the theoretical maximum amount of product (1.0 means a 100% yield; for example, 0.34 means a 34% yield). (1) The reactants are C1([C:7]2[NH:11][C:10]3[C:12]([C:16]([O:18]C)=[O:17])=[CH:13][CH:14]=[CH:15][C:9]=3[N:8]=2)C=CC=CC=1.[OH-].[Na+].Cl. The catalyst is C1COCC1. The product is [C:9]1([N:11]2[C:10]3[C:12]([C:16]([OH:18])=[O:17])=[CH:13][CH:14]=[CH:15][C:9]=3[N:8]=[CH:7]2)[CH:15]=[CH:14][CH:13]=[CH:12][CH:10]=1. The yield is 0.860. (2) The reactants are [F:1][C:2]1[CH:7]=[C:6]([F:8])[CH:5]=[CH:4][C:3]=1[OH:9].[CH2:10](Br)[C:11]1[CH:16]=[CH:15][CH:14]=[CH:13][CH:12]=1.C(=O)([O-])[O-].[K+].[K+].O. The catalyst is CN(C)C=O. The product is [CH2:10]([O:9][C:3]1[CH:4]=[CH:5][C:6]([F:8])=[CH:7][C:2]=1[F:1])[C:11]1[CH:16]=[CH:15][CH:14]=[CH:13][CH:12]=1. The yield is 0.250.